Predict the reaction yield, written as a fraction of the theoretical maximum amount of product (1.0 means a 100% yield; for example, 0.34 means a 34% yield). From a dataset of Reaction yield outcomes from USPTO patents with 853,638 reactions. (1) The reactants are C(OCC(C1C=CC(Cl)=CC=1)=O)(=O)C.II.[Cl:17][C:18]1[CH:19]=[C:20]([CH:23]=[CH:24][C:25]=1[Cl:26])[CH2:21]Cl.[Cl:27][CH2:28][C:29](Cl)=[O:30].Cl. The catalyst is CN(C)C(=O)C.[Zn].C1C=CC([P]([Pd]([P](C2C=CC=CC=2)(C2C=CC=CC=2)C2C=CC=CC=2)([P](C2C=CC=CC=2)(C2C=CC=CC=2)C2C=CC=CC=2)[P](C2C=CC=CC=2)(C2C=CC=CC=2)C2C=CC=CC=2)(C2C=CC=CC=2)C2C=CC=CC=2)=CC=1.C(OCC)(=O)C. The product is [Cl:27][CH2:28][C:29](=[O:30])[CH2:21][C:20]1[CH:23]=[CH:24][C:25]([Cl:26])=[C:18]([Cl:17])[CH:19]=1. The yield is 0.450. (2) The reactants are [C:1]([NH:4][C:5]([NH2:7])=[S:6])(=[NH:3])[NH2:2].Br[CH2:9][C:10]([C:12]1[CH:17]=[CH:16][CH:15]=[CH:14][CH:13]=1)=O. The catalyst is CC(C)=O. The product is [C:12]1([C:10]2[N:7]=[C:5]([NH:4][C:1]([NH2:2])=[NH:3])[S:6][CH:9]=2)[CH:17]=[CH:16][CH:15]=[CH:14][CH:13]=1. The yield is 0.870. (3) The catalyst is CC(N(C)C)=O.C([O-])(=O)C.[Pd+2].C([O-])(=O)C. The yield is 0.580. The product is [Cl:1][C:2]1[CH:7]=[C:6]([CH2:19][CH2:18][C:17]([CH:12]2[CH2:16][CH2:15][CH2:14][CH2:13]2)=[O:20])[C:5]([O:9][CH2:10][CH3:11])=[CH:4][N:3]=1. The reactants are [Cl:1][C:2]1[CH:7]=[C:6](I)[C:5]([O:9][CH2:10][CH3:11])=[CH:4][N:3]=1.[CH:12]1([CH:17]([OH:20])[CH:18]=[CH2:19])[CH2:16][CH2:15][CH2:14][CH2:13]1.C([O-])(=O)C.[Na+]. (4) The reactants are Cl[C:2]1[N:3]=[CH:4][CH:5]=[C:6]2[CH:10]=[CH:9][NH:8][C:7]=12.CCN(CC)CC.[H][H]. The catalyst is CO.[Pd]. The product is [NH:8]1[C:7]2=[CH:2][N:3]=[CH:4][CH:5]=[C:6]2[CH:10]=[CH:9]1. The yield is 1.00. (5) The yield is 0.580. The product is [CH3:4][C:5]1[CH:6]=[CH:7][C:8]2[N:9]([CH3:26])[C:10](=[O:25])[C:11]3[CH:21]=[C:20]([CH2:22][CH2:23][OH:1])[CH:19]=[N:18][C:12]=3[N:13]([CH2:16][CH3:17])[C:14]=2[N:15]=1. The catalyst is C(Cl)Cl.CO. The reactants are [O:1]=[O+][O-].[CH3:4][C:5]1[CH:6]=[CH:7][C:8]2[N:9]([CH3:26])[C:10](=[O:25])[C:11]3[CH:21]=[C:20]([CH2:22][CH:23]=C)[CH:19]=[N:18][C:12]=3[N:13]([CH2:16][CH3:17])[C:14]=2[N:15]=1.[BH4-].[Na+]. (6) The reactants are Cl[C:2]1[N:7]=[CH:6][C:5]2[N:8]=[C:9]([O:14][CH2:15][CH2:16][O:17][CH:18]3[CH2:23][CH2:22][CH2:21][CH2:20][O:19]3)[N:10]([CH:11]([CH3:13])[CH3:12])[C:4]=2[CH:3]=1.BrC1N=CC2N=C(OCCOC3CCCCO3)N(C(C)C)C=2C=1.[CH:47]1([S:50]([N:53]2[CH:57]=[C:56]([C:58]3[N:63]=[C:62]([NH2:64])[CH:61]=[CH:60][N:59]=3)[CH:55]=[N:54]2)(=[O:52])=[O:51])[CH2:49][CH2:48]1.C1(P(C2C=CC=CC=2)C2C3OC4C(=CC=CC=4P(C4C=CC=CC=4)C4C=CC=CC=4)C(C)(C)C=3C=CC=2)C=CC=CC=1.C1(P(C2CCCCC2)C2C=CC=CC=2C2C(C(C)C)=CC(C(C)C)=CC=2C(C)C)CCCCC1.C(=O)([O-])[O-].[Cs+].[Cs+]. The product is [CH:47]1([S:50]([N:53]2[CH:57]=[C:56]([C:58]3[N:63]=[C:62]([NH:64][C:2]4[N:7]=[CH:6][C:5]5[N:8]=[C:9]([O:14][CH2:15][CH2:16][O:17][CH:18]6[CH2:23][CH2:22][CH2:21][CH2:20][O:19]6)[N:10]([CH:11]([CH3:13])[CH3:12])[C:4]=5[CH:3]=4)[CH:61]=[CH:60][N:59]=3)[CH:55]=[N:54]2)(=[O:51])=[O:52])[CH2:49][CH2:48]1. The yield is 0.160. The catalyst is O1CCOCC1.C1C=CC(/C=C/C(/C=C/C2C=CC=CC=2)=O)=CC=1.C1C=CC(/C=C/C(/C=C/C2C=CC=CC=2)=O)=CC=1.C1C=CC(/C=C/C(/C=C/C2C=CC=CC=2)=O)=CC=1.[Pd].[Pd].